From a dataset of Retrosynthesis with 50K atom-mapped reactions and 10 reaction types from USPTO. Predict the reactants needed to synthesize the given product. (1) Given the product COc1cc(N)ccc1[N+](=O)[O-], predict the reactants needed to synthesize it. The reactants are: COc1cc(NC(C)=O)ccc1[N+](=O)[O-]. (2) Given the product CS(=O)(=O)OCc1ccc(C2=NCC(c3cc(Cl)cc(Cl)c3)(C(F)(F)F)C2)cc1Br, predict the reactants needed to synthesize it. The reactants are: CS(=O)(=O)Cl.OCc1ccc(C2=NCC(c3cc(Cl)cc(Cl)c3)(C(F)(F)F)C2)cc1Br. (3) Given the product C[C@H](N)c1ncc(F)cc1F, predict the reactants needed to synthesize it. The reactants are: C[C@H](NC(=O)OC(C)(C)C)c1ncc(F)cc1F.